From a dataset of Catalyst prediction with 721,799 reactions and 888 catalyst types from USPTO. Predict which catalyst facilitates the given reaction. (1) Reactant: Br[C:2]1[CH:10]=[CH:9][CH:8]=[CH:7][C:3]=1[N:4]([CH3:6])[CH3:5].[Li]CCCC.Cl[P:17]([CH:24]1[CH2:29][CH2:28][CH2:27][CH2:26][CH2:25]1)[CH:18]1[CH2:23][CH2:22][CH2:21][CH2:20][CH2:19]1. Product: [CH:24]1([P:17]([CH:18]2[CH2:19][CH2:20][CH2:21][CH2:22][CH2:23]2)[C:2]2[CH:10]=[CH:9][CH:8]=[CH:7][C:3]=2[N:4]([CH3:6])[CH3:5])[CH2:25][CH2:26][CH2:27][CH2:28][CH2:29]1. The catalyst class is: 28. (2) Reactant: C([O-])([O-])=O.[K+].[K+].[Cl:7][C:8]1[CH:15]=[C:14]([NH:16][C@H:17]2[CH2:21][CH2:20][NH:19][CH2:18]2)[CH:13]=[CH:12][C:9]=1[C:10]#[N:11].[F:22][C:23]([F:28])([F:27])[CH2:24][CH2:25]I.C([O-])(O)=O.[Na+]. Product: [Cl:7][C:8]1[CH:15]=[C:14]([NH:16][C@H:17]2[CH2:21][CH2:20][N:19]([CH2:25][CH2:24][C:23]([F:28])([F:27])[F:22])[CH2:18]2)[CH:13]=[CH:12][C:9]=1[C:10]#[N:11]. The catalyst class is: 23. (3) Reactant: [CH2:1]([O:3][C:4](=[O:17])[CH:5]([NH2:16])[C:6]1[CH:11]=[CH:10][C:9]([O:12][CH3:13])=[CH:8][C:7]=1[O:14][CH3:15])[CH3:2].[S-:18][C:19]#[N:20].[K+].[OH:22][CH:23](O)[C:24](=O)[CH3:25].C(O)(=O)C. Product: [CH2:1]([O:3][C:4](=[O:17])[CH:5]([C:6]1[CH:11]=[CH:10][C:9]([O:12][CH3:13])=[CH:8][C:7]=1[O:14][CH3:15])[N:16]1[C:24]([CH2:23][OH:22])=[CH:25][N:20]=[C:19]1[SH:18])[CH3:2]. The catalyst class is: 47. (4) Reactant: [Cl:1][C:2]1[CH:7]=[C:6]([Cl:8])[CH:5]=[C:4]([N+:9]([O-])=O)[C:3]=1[OH:12].[CH3:13]OS(OC)(=O)=O.C(=O)([O-])[O-].[K+].[K+]. Product: [Cl:1][C:2]1[C:3]([O:12][CH3:13])=[C:4]([NH2:9])[CH:5]=[C:6]([Cl:8])[CH:7]=1. The catalyst class is: 3. (5) Reactant: [CH2:1]([C:3]1[S:26][C:6]2[N:7]([CH2:11][C:12]3[CH:17]=[CH:16][C:15]([C:18]4[C:19]([C:24]#[N:25])=[CH:20][CH:21]=[CH:22][CH:23]=4)=[CH:14][CH:13]=3)[C:8](=[O:10])[NH:9][C:5]=2[CH:4]=1)[CH3:2].Br[CH2:28][CH2:29][C:30]1[CH:35]=[CH:34][CH:33]=[CH:32][CH:31]=1.CN(C)C=O.[H-].[Na+]. Product: [CH2:1]([C:3]1[S:26][C:6]2[N:7]([CH2:11][C:12]3[CH:17]=[CH:16][C:15]([C:18]4[C:19]([C:24]#[N:25])=[CH:20][CH:21]=[CH:22][CH:23]=4)=[CH:14][CH:13]=3)[C:8](=[O:10])[N:9]([CH2:28][CH2:29][C:30]3[CH:35]=[CH:34][CH:33]=[CH:32][CH:31]=3)[C:5]=2[CH:4]=1)[CH3:2]. The catalyst class is: 13. (6) Reactant: [CH3:1][O:2][CH2:3][CH2:4][N:5]1[C:9]([CH3:10])=[C:8]([CH3:11])[S:7][C:6]1=[NH:12].CCN(CC)CC.[Br:20][C:21]1[CH:29]=[CH:28][CH:27]=[CH:26][C:22]=1[C:23](Cl)=[O:24]. The catalyst class is: 1. Product: [Br:20][C:21]1[CH:29]=[CH:28][CH:27]=[CH:26][C:22]=1[C:23](/[N:12]=[C:6]1\[S:7][C:8]([CH3:11])=[C:9]([CH3:10])[N:5]\1[CH2:4][CH2:3][O:2][CH3:1])=[O:24]. (7) Reactant: [Cl:1][C:2]1[CH:3]=[CH:4][C:5]([O:11][CH3:12])=[C:6]([N:8]=[C:9]=[S:10])[CH:7]=1.Cl.[CH3:14][NH:15][O:16][CH2:17][C:18]([OH:20])=[O:19].C(N(CC)CC)C. Product: [Cl:1][C:2]1[CH:3]=[CH:4][C:5]([O:11][CH3:12])=[C:6]([NH:8][C:9]([N:15]([CH3:14])[O:16][CH2:17][C:18]([OH:20])=[O:19])=[S:10])[CH:7]=1. The catalyst class is: 22. (8) Reactant: [Cl:1][C:2]1[CH:3]=[C:4]([N:9]2[C:13](=[O:14])[C@@:12]3([C@H:18]([C:19]4[CH:26]=[CH:25][C:22]([C:23]#[N:24])=[CH:21][CH:20]=4)[CH2:17][NH:16][CH2:15]3)[N:11]([CH3:27])[C:10]2=[O:28])[CH:5]=[C:6]([Cl:8])[CH:7]=1.[CH:29]([C:31]1[S:35][CH:34]=[C:33]([C:36]([OH:38])=[O:37])[CH:32]=1)=O.S([O-])([O-])(=O)=O.[Na+].[Na+].C(O[BH-](OC(=O)C)OC(=O)C)(=O)C.[Na+]. Product: [C:23]([C:22]1[CH:21]=[CH:20][C:19]([C@H:18]2[C@:12]3([N:11]([CH3:27])[C:10](=[O:28])[N:9]([C:4]4[CH:5]=[C:6]([Cl:8])[CH:7]=[C:2]([Cl:1])[CH:3]=4)[C:13]3=[O:14])[CH2:15][N:16]([CH2:29][C:31]3[S:35][CH:34]=[C:33]([C:36]([OH:38])=[O:37])[CH:32]=3)[CH2:17]2)=[CH:26][CH:25]=1)#[N:24]. The catalyst class is: 26.